Dataset: Forward reaction prediction with 1.9M reactions from USPTO patents (1976-2016). Task: Predict the product of the given reaction. (1) Given the reactants CC1C(C([NH:10][NH2:11])=O)=NC=CC=1.[CH3:12][C:13]1[C:18]([C:19]([O:21]CC)=O)=[CH:17][CH:16]=[CH:15][N:14]=1.CC1N=C(C(OCC)=O)C=CC=1, predict the reaction product. The product is: [CH3:12][C:13]1[C:18]([C:19]([NH:10][NH2:11])=[O:21])=[CH:17][CH:16]=[CH:15][N:14]=1. (2) Given the reactants [CH3:1][C:2]1[CH:3]=[N:4][CH:5]=[CH:6][C:7]=1[C:8]1[NH:25][C:11]2=[N:12][CH:13]=[C:14](B3OC(C)(C)C(C)(C)O3)[CH:15]=[C:10]2[CH:9]=1.[CH2:26]([N:28]1[C:32](OS(C(F)(F)F)(=O)=O)=[CH:31][C:30]([C:41]2[CH:42]=[N:43][CH:44]=[CH:45][CH:46]=2)=[N:29]1)[CH3:27], predict the reaction product. The product is: [CH2:26]([N:28]1[C:32]([C:14]2[CH:15]=[C:10]3[CH:9]=[C:8]([C:7]4[CH:6]=[CH:5][N:4]=[CH:3][C:2]=4[CH3:1])[NH:25][C:11]3=[N:12][CH:13]=2)=[CH:31][C:30]([C:41]2[CH:42]=[N:43][CH:44]=[CH:45][CH:46]=2)=[N:29]1)[CH3:27]. (3) Given the reactants [C:1]([O:5][C:6](=[O:31])[N:7]([CH:9]1[CH2:14][CH2:13][CH:12]([NH:15][CH2:16][C:17]2[CH:22]=[C:21]([C:23]3[CH:28]=[CH:27][N:26]=[CH:25][CH:24]=3)[CH:20]=[CH:19][C:18]=2[CH2:29][CH3:30])[CH2:11][CH2:10]1)[CH3:8])([CH3:4])([CH3:3])[CH3:2].[Cl:32][C:33]1[C:34]2[C:44]([F:45])=[CH:43][CH:42]=[C:41]([F:46])[C:35]=2[S:36][C:37]=1[C:38](Cl)=[O:39], predict the reaction product. The product is: [C:1]([O:5][C:6](=[O:31])[N:7]([CH:9]1[CH2:14][CH2:13][CH:12]([N:15]([C:38]([C:37]2[S:36][C:35]3[C:41]([F:46])=[CH:42][CH:43]=[C:44]([F:45])[C:34]=3[C:33]=2[Cl:32])=[O:39])[CH2:16][C:17]2[CH:22]=[C:21]([C:23]3[CH:24]=[CH:25][N:26]=[CH:27][CH:28]=3)[CH:20]=[CH:19][C:18]=2[CH2:29][CH3:30])[CH2:11][CH2:10]1)[CH3:8])([CH3:4])([CH3:3])[CH3:2]. (4) Given the reactants [C:1]([O:5][C:6](=[O:19])[N:7]([CH2:9][CH2:10][C@H:11]1[CH2:16][CH2:15][C@H:14]([CH2:17][OH:18])[CH2:13][CH2:12]1)[CH3:8])([CH3:4])([CH3:3])[CH3:2].I([O-])(=O)(=O)=[O:21].[Na+], predict the reaction product. The product is: [C:1]([O:5][C:6]([N:7]([CH3:8])[CH2:9][CH2:10][C@H:11]1[CH2:12][CH2:13][C@H:14]([C:17]([OH:21])=[O:18])[CH2:15][CH2:16]1)=[O:19])([CH3:3])([CH3:2])[CH3:4]. (5) Given the reactants [H-].[Na+].[F:3][C:4]1[CH:18]=[CH:17][C:7]2[NH:8][C:9]3[CH:16]=[CH:15][CH:14]=[CH:13][C:10]=3[O:11][CH2:12][C:6]=2[CH:5]=1.Cl[C@@H:20]1[CH2:25][CH2:24][CH2:23][N:22]([CH2:26][CH2:27][C:28]2[CH:33]=[CH:32][C:31]([N:34]3[CH2:38][CH2:37][CH2:36][CH2:35]3)=[CH:30][CH:29]=2)[CH2:21]1.C(=O)([O-])O.[Na+], predict the reaction product. The product is: [F:3][C:4]1[CH:18]=[CH:17][C:7]2[N:8]([CH2:24][C@H:23]3[CH2:25][CH2:20][CH2:21][N:22]3[CH2:26][CH2:27][C:28]3[CH:29]=[CH:30][C:31]([N:34]4[CH2:35][CH2:36][CH2:37][CH2:38]4)=[CH:32][CH:33]=3)[C:9]3[CH:16]=[CH:15][CH:14]=[CH:13][C:10]=3[O:11][CH2:12][C:6]=2[CH:5]=1. (6) Given the reactants [NH2:1][C:2]1[O:3][C@H:4]([C:31]([F:34])([F:33])[F:32])[CH2:5][C@:6]([C:10]2[CH:11]=[C:12]([NH:17][C:18]([C:20]3[N:21]=[C:22]4[CH:27]=[CH:26][C:25](Cl)=[CH:24][N:23]4[C:29]=3[CH3:30])=[O:19])[CH:13]=[CH:14][C:15]=2[F:16])([CH2:8][F:9])[N:7]=1.C([O-])=O.[Na+], predict the reaction product. The product is: [NH2:1][C:2]1[O:3][C@H:4]([C:31]([F:34])([F:33])[F:32])[CH2:5][C@:6]([C:10]2[CH:11]=[C:12]([NH:17][C:18]([C:20]3[N:21]=[C:22]4[CH:27]=[CH:26][CH:25]=[CH:24][N:23]4[C:29]=3[CH3:30])=[O:19])[CH:13]=[CH:14][C:15]=2[F:16])([CH2:8][F:9])[N:7]=1. (7) The product is: [CH2:1]([O:8][C:9](=[O:26])[NH:10][C:11]1[CH:16]=[CH:15][C:14]([O:17][C:18]2[CH:23]=[C:22]([NH:28][CH3:27])[N:21]=[CH:20][N:19]=2)=[C:13]([CH3:25])[CH:12]=1)[C:2]1[CH:7]=[CH:6][CH:5]=[CH:4][CH:3]=1. Given the reactants [CH2:1]([O:8][C:9](=[O:26])[NH:10][C:11]1[CH:16]=[CH:15][C:14]([O:17][C:18]2[CH:23]=[C:22](Cl)[N:21]=[CH:20][N:19]=2)=[C:13]([CH3:25])[CH:12]=1)[C:2]1[CH:7]=[CH:6][CH:5]=[CH:4][CH:3]=1.[CH3:27][NH2:28].CC(C)=O.C(Cl)Cl, predict the reaction product. (8) Given the reactants CO[C:3](=[O:22])[C:4]1[CH:13]=[CH:12][C:7]([C:8]([O:10][CH3:11])=[O:9])=[CH:6][C:5]=1[O:14][C:15]1[CH:20]=[CH:19][C:18]([F:21])=[CH:17][CH:16]=1.COC(=O)C1C=CC(C(OC)=O)=CC=1OC1C=CC=CC=1OC, predict the reaction product. The product is: [CH3:11][O:10][C:8]([C:7]1[CH:12]=[CH:13][C:4]2[C:3](=[O:22])[C:16]3[C:15]([O:14][C:5]=2[CH:6]=1)=[CH:20][CH:19]=[C:18]([F:21])[CH:17]=3)=[O:9]. (9) The product is: [C:1]1([CH:7]2[CH2:8][N:9]([CH2:13][C:14]3[CH:19]=[CH:18][C:17]([C:20]4[CH:25]=[C:24]([CH3:26])[CH:23]=[CH:22][C:21]=4[Cl:27])=[CH:16][CH:15]=3)[CH2:10][CH2:11][N:12]2[C:28](=[O:30])[CH3:29])[CH:2]=[CH:3][CH:4]=[CH:5][CH:6]=1. Given the reactants [C:1]1([CH:7]2[NH:12][CH2:11][CH2:10][N:9]([CH2:13][C:14]3[CH:19]=[CH:18][C:17]([C:20]4[CH:25]=[C:24]([CH3:26])[CH:23]=[CH:22][C:21]=4[Cl:27])=[CH:16][CH:15]=3)[CH2:8]2)[CH:6]=[CH:5][CH:4]=[CH:3][CH:2]=1.[C:28](Cl)(=[O:30])[CH3:29].C(N(CC)C(C)C)(C)C, predict the reaction product. (10) Given the reactants [H-].[Na+].[Br:3][C:4]1[CH:12]=[C:11]2[C:7]([C:8]([F:13])=[N:9][NH:10]2)=[C:6]([N+:14]([O-:16])=[O:15])[CH:5]=1.[C:17]1([S:23](Cl)(=[O:25])=[O:24])[CH:22]=[CH:21][CH:20]=[CH:19][CH:18]=1, predict the reaction product. The product is: [Br:3][C:4]1[CH:12]=[C:11]2[C:7]([C:8]([F:13])=[N:9][N:10]2[S:23]([C:17]2[CH:22]=[CH:21][CH:20]=[CH:19][CH:18]=2)(=[O:25])=[O:24])=[C:6]([N+:14]([O-:16])=[O:15])[CH:5]=1.